This data is from Reaction yield outcomes from USPTO patents with 853,638 reactions. The task is: Predict the reaction yield, written as a fraction of the theoretical maximum amount of product (1.0 means a 100% yield; for example, 0.34 means a 34% yield). The yield is 0.940. The product is [CH2:15]([O:14][C:12](=[O:13])[CH2:11][C:1]1([OH:7])[CH2:6][CH2:5][CH2:4][CH2:3][CH2:2]1)[CH3:16]. The reactants are [C:1]1(=[O:7])[CH2:6][CH2:5][CH2:4][CH2:3][CH2:2]1.II.Br[CH2:11][C:12]([O:14][CH2:15][CH3:16])=[O:13].S(=O)(=O)(O)O. The catalyst is C1COCC1.[Zn].